From a dataset of Full USPTO retrosynthesis dataset with 1.9M reactions from patents (1976-2016). Predict the reactants needed to synthesize the given product. (1) Given the product [N:1]1[C:2]2[C:3](=[N:4][CH:5]=[CH:6][CH:7]=2)[N:8]([CH2:9][C:10]([OH:12])=[O:11])[N:17]=1, predict the reactants needed to synthesize it. The reactants are: [NH2:1][C:2]1[C:3]([NH:8][CH2:9][C:10]([OH:12])=[O:11])=[N:4][CH:5]=[CH:6][CH:7]=1.CC(O)=O.[N:17]([O-])=O.[Na+]. (2) The reactants are: [CH3:1][N:2]1[C@@H:11]2[CH2:12][C:13]3[CH:18]=[CH:17][C:16]([OH:19])=[CH:15][C:14]=3[C@@:5]3([C@H:10]2[CH2:9][CH2:8][CH2:7][CH2:6]3)[CH2:4][CH2:3]1.[CH3:20][N:21]1[C@@H:30]2[CH2:31][C:32]3[CH:37]=[CH:36][C:35]([OH:38])=[CH:34][C:33]=3[C@@:24]3([C@H:29]2[CH2:28][CH2:27][CH2:26][CH2:25]3)[CH2:23][CH2:22]1.[CH:39]([OH:48])([C:45]([OH:47])=[O:46])[CH:40]([OH:44])[C:41]([OH:43])=[O:42].Br.C[O:51]C1C=CC2C[C@H]3N(C)CC[C@@]4(C=2C=1)[C@H]3CCCC4.Br.Br.[OH:72]C1C=CC2C[C@H]3N(C)CC[C@@]4(C=2C=1)[C@H]3CCCC4.[OH-].[NH4+].[C:93]([OH:102])(=[O:101])[CH:94]([CH:96]([C:98]([OH:100])=[O:99])[OH:97])[OH:95]. Given the product [CH3:1][N:2]1[C@@H:11]2[CH2:12][C:13]3[CH:18]=[CH:17][C:16]([OH:19])=[CH:15][C:14]=3[C@@:5]3([C@H:10]2[CH2:9][CH2:8][CH2:7][CH2:6]3)[CH2:4][CH2:3]1.[CH:39]([OH:48])([C:45]([OH:47])=[O:46])[CH:40]([OH:44])[C:41]([OH:43])=[O:42].[CH3:20][N:21]1[C@@H:30]2[CH2:31][C:32]3[CH:37]=[CH:36][C:35]([OH:38])=[CH:34][C:33]=3[C@@:24]3([C@H:29]2[CH2:28][CH2:27][CH2:26][CH2:25]3)[CH2:23][CH2:22]1.[C@H:94]([OH:95])([C:93]([OH:102])=[O:101])[C@@H:96]([OH:97])[C:98]([OH:100])=[O:99].[OH2:51].[OH2:72], predict the reactants needed to synthesize it. (3) Given the product [C:54]([OH:57])(=[O:56])[CH3:55].[F:1][CH2:2][C:3]([O:6][C:7](=[O:53])[O:8][CH2:9][O:10][C:11]1[N:12]([C:47]2[N:48]=[CH:49][CH:50]=[CH:51][N:52]=2)[N:13]=[C:14]([C@H:16]([NH:30][C:31]2[CH:36]=[CH:35][C:34]([C:37](=[NH:38])[NH2:46])=[CH:33][CH:32]=2)[C:17]2[CH:22]=[C:21]([O:23][CH3:24])[CH:20]=[C:19]([O:25][CH2:26][CH2:27][OH:28])[C:18]=2[F:29])[N:15]=1)([CH3:5])[CH3:4], predict the reactants needed to synthesize it. The reactants are: [F:1][CH2:2][C:3]([O:6][C:7](=[O:53])[O:8][CH2:9][O:10][C:11]1[N:12]([C:47]2[N:52]=[CH:51][CH:50]=[CH:49][N:48]=2)[N:13]=[C:14]([C@H:16]([NH:30][C:31]2[CH:36]=[CH:35][C:34]([C:37]([NH2:46])=[N:38]C(OCC(C)=C)=O)=[CH:33][CH:32]=2)[C:17]2[CH:22]=[C:21]([O:23][CH3:24])[CH:20]=[C:19]([O:25][CH2:26][CH2:27][OH:28])[C:18]=2[F:29])[N:15]=1)([CH3:5])[CH3:4].[C:54]([OH:57])(=[O:56])[CH3:55]. (4) Given the product [CH2:32]([C:11]1[CH:10]=[C:9]([C:4]2[CH:5]=[CH:6][CH:7]=[CH:8][C:3]=2[O:2][CH3:1])[N:17]2[C:12]=1[CH:13]=[N:14][C:15]([NH:18][C:19]1[CH:20]=[CH:21][C:22]([N:25]3[CH2:26][CH2:27][N:28]([CH3:31])[CH2:29][CH2:30]3)=[CH:23][CH:24]=1)=[N:16]2)[CH3:33], predict the reactants needed to synthesize it. The reactants are: [CH3:1][O:2][C:3]1[CH:8]=[CH:7][CH:6]=[CH:5][C:4]=1[C:9]1[N:17]2[C:12]([CH:13]=[N:14][C:15]([NH:18][C:19]3[CH:24]=[CH:23][C:22]([N:25]4[CH2:30][CH2:29][N:28]([CH3:31])[CH2:27][CH2:26]4)=[CH:21][CH:20]=3)=[N:16]2)=[C:11]([CH:32]=[CH2:33])[CH:10]=1. (5) Given the product [CH2:15]([S:9][C:3]1[C:2]([F:1])=[CH:7][NH:6][C:5](=[O:8])[N:4]=1)[CH:14]=[CH2:13], predict the reactants needed to synthesize it. The reactants are: [F:1][C:2]1[C:3](=[S:9])[NH:4][C:5](=[O:8])[NH:6][CH:7]=1.C[O-].[Na+].[CH2:13](Br)[CH:14]=[CH2:15]. (6) Given the product [F:36][C:2]([F:1])([F:35])[C:3]1[CH:4]=[C:5]([CH:13]([N:15]([CH3:34])[C:16]([N:18]2[CH2:23][CH2:22][CH:21]3[CH2:24][N:25]([C:43]([CH:40]4[CH2:41][CH2:42][O:37][CH2:38][CH2:39]4)=[O:44])[CH2:26][CH:20]3[CH:19]2[C:27]2[CH:28]=[CH:29][C:30]([F:33])=[CH:31][CH:32]=2)=[O:17])[CH3:14])[CH:6]=[C:7]([C:9]([F:12])([F:10])[F:11])[CH:8]=1, predict the reactants needed to synthesize it. The reactants are: [F:1][C:2]([F:36])([F:35])[C:3]1[CH:4]=[C:5]([CH:13]([N:15]([CH3:34])[C:16]([N:18]2[CH2:23][CH2:22][CH:21]3[CH2:24][NH:25][CH2:26][CH:20]3[CH:19]2[C:27]2[CH:32]=[CH:31][C:30]([F:33])=[CH:29][CH:28]=2)=[O:17])[CH3:14])[CH:6]=[C:7]([C:9]([F:12])([F:11])[F:10])[CH:8]=1.[O:37]1[CH2:42][CH2:41][CH:40]([C:43](O)=[O:44])[CH2:39][CH2:38]1. (7) The reactants are: C(=O)=O.CC(C)=O.[Cl:8][C:9]1[CH:37]=[CH:36][C:12]2[N:13]([CH2:27][C:28]3[CH:33]=[CH:32][C:31]([O:34][CH3:35])=[CH:30][CH:29]=3)[C:14](=[O:26])[CH2:15][N:16]=[C:17]([C:18]3[CH:23]=[CH:22][C:21]([O:24][CH3:25])=[CH:20][CH:19]=3)[C:11]=2[CH:10]=1.CC([O-])(C)C.[K+].[Br:44][C:45]1[CH:46]=[C:47]([CH:50]=[CH:51][CH:52]=1)[CH2:48]Br. Given the product [Br:44][C:45]1[CH:46]=[C:47]([CH:50]=[CH:51][CH:52]=1)[CH2:48][CH:15]1[C:14](=[O:26])[N:13]([CH2:27][C:28]2[CH:33]=[CH:32][C:31]([O:34][CH3:35])=[CH:30][CH:29]=2)[C:12]2[CH:36]=[CH:37][C:9]([Cl:8])=[CH:10][C:11]=2[C:17]([C:18]2[CH:23]=[CH:22][C:21]([O:24][CH3:25])=[CH:20][CH:19]=2)=[N:16]1, predict the reactants needed to synthesize it.